This data is from Peptide-MHC class I binding affinity with 185,985 pairs from IEDB/IMGT. The task is: Regression. Given a peptide amino acid sequence and an MHC pseudo amino acid sequence, predict their binding affinity value. This is MHC class I binding data. (1) The peptide sequence is AYIAFPTSCHMFI. The MHC is HLA-A30:02 with pseudo-sequence HLA-A30:02. The binding affinity (normalized) is 0.0740. (2) The MHC is HLA-C07:02 with pseudo-sequence HLA-C07:02. The peptide sequence is MYYPAQLYL. The binding affinity (normalized) is 0.646. (3) The peptide sequence is RLRPGGKKK. The MHC is HLA-A23:01 with pseudo-sequence HLA-A23:01. The binding affinity (normalized) is 0. (4) The peptide sequence is FIRSTMSLV. The MHC is HLA-A02:03 with pseudo-sequence HLA-A02:03. The binding affinity (normalized) is 1.00. (5) The peptide sequence is MAWERGPAL. The MHC is BoLA-AW10 with pseudo-sequence BoLA-AW10. The binding affinity (normalized) is 0.0641.